The task is: Predict the reactants needed to synthesize the given product.. This data is from Full USPTO retrosynthesis dataset with 1.9M reactions from patents (1976-2016). The reactants are: [CH:1](=[N:8]/[C:9]1[CH:17]=[CH:16]C=[C:14]2[C:10]=1[CH2:11][O:12][C:13]2=O)\[C:2]1[CH:7]=[CH:6][CH:5]=[CH:4][CH:3]=1.[CH2:19]([O:21][CH:22]([O:31][CH2:32][CH3:33])[C:23]1[CH:30]=[CH:29][C:26]([CH:27]=O)=[CH:25][CH:24]=1)[CH3:20].[CH3:34][O-:35].[Na+].CO.[C:39]([O:43][CH2:44][CH3:45])(=[O:42])[CH2:40][CH3:41]. Given the product [CH2:19]([O:21][CH:22]([O:31][CH2:32][CH3:33])[C:23]1[CH:30]=[CH:29][C:26]([CH:27]2[C:34](=[O:35])[C:41]3[C:40]([C:39]([O:43][CH3:44])=[O:42])=[CH:13][CH:14]=[CH:10][C:9]=3[NH:8][CH:1]2[C:2]2[CH:3]=[CH:4][CH:5]=[CH:6][CH:7]=2)=[CH:25][CH:24]=1)[CH3:20].[CH2:19]([O:21][CH:22]([O:31][CH2:32][CH3:33])[C:23]1[CH:30]=[CH:29][C:26]([CH:27]2[C:11](=[O:12])[C:10]3[C:40]([C:39]([O:43][CH2:44][CH3:45])=[O:42])=[CH:41][CH:16]=[CH:17][C:9]=3[NH:8][CH:1]2[C:2]2[CH:3]=[CH:4][CH:5]=[CH:6][CH:7]=2)=[CH:25][CH:24]=1)[CH3:20], predict the reactants needed to synthesize it.